From a dataset of Forward reaction prediction with 1.9M reactions from USPTO patents (1976-2016). Predict the product of the given reaction. (1) Given the reactants C[O:2][C:3](=[O:47])[CH2:4][CH:5]1[CH2:10][CH2:9][N:8]([C:11]([N:13]2[C@@:17]([C:19]3[CH:24]=[CH:23][C:22]([Cl:25])=[CH:21][CH:20]=3)([CH3:18])[C@@:16]([C:27]3[CH:32]=[CH:31][C:30]([Cl:33])=[CH:29][CH:28]=3)([CH3:26])[N:15]=[C:14]2[C:34]2[CH:35]=[N:36][C:37]([C:43]([CH3:46])([CH3:45])[CH3:44])=[CH:38][C:39]=2[O:40][CH2:41][CH3:42])=[O:12])[CH2:7][CH2:6]1.[OH-].[Li+].Cl, predict the reaction product. The product is: [C:43]([C:37]1[N:36]=[CH:35][C:34]([C:14]2[N:13]([C:11]([N:8]3[CH2:7][CH2:6][CH:5]([CH2:4][C:3]([OH:47])=[O:2])[CH2:10][CH2:9]3)=[O:12])[C@@:17]([C:19]3[CH:24]=[CH:23][C:22]([Cl:25])=[CH:21][CH:20]=3)([CH3:18])[C@@:16]([C:27]3[CH:32]=[CH:31][C:30]([Cl:33])=[CH:29][CH:28]=3)([CH3:26])[N:15]=2)=[C:39]([O:40][CH2:41][CH3:42])[CH:38]=1)([CH3:44])([CH3:45])[CH3:46]. (2) The product is: [CH3:29][C:30]1[N:31]=[C:32]([N:40]2[CH2:44][CH2:43][N:42]([CH2:45][C:46]3[CH:51]=[CH:50][CH:49]=[CH:5][N:7]=3)[C:41]2=[O:52])[S:33][C:34]=1[C:35]([OH:37])=[O:36]. Given the reactants CC1C=[C:5]([N:7]2CCN(CC3C=CC(C(F)(F)F)=CC=3)C2=O)SC=1C(OCC)=O.[CH3:29][C:30]1[N:31]=[C:32]([N:40]2[CH2:44][CH2:43][N:42]([CH2:45][C:46]3C=N[CH:49]=[CH:50][CH:51]=3)[C:41]2=[O:52])[S:33][C:34]=1[C:35]([O:37]CC)=[O:36], predict the reaction product. (3) Given the reactants [CH3:1][C:2]1[CH:7]=[CH:6][CH:5]=[C:4]([C:8]#[C:9][CH:10]=[C:11]2[CH2:16][CH2:15][N:14]([C:17]3[CH:22]=[CH:21][CH:20]=[CH:19][N:18]=3)[CH2:13][CH2:12]2)[N:3]=1.BrC1C=CC([N+:30]([O-:32])=[O:31])=CN=1, predict the reaction product. The product is: [CH3:1][C:2]1[N:3]=[C:4]([C:8]#[C:9][CH:10]=[C:11]2[CH2:12][CH2:13][N:14]([C:17]3[CH:22]=[CH:21][C:20]([N+:30]([O-:32])=[O:31])=[CH:19][N:18]=3)[CH2:15][CH2:16]2)[CH:5]=[CH:6][CH:7]=1. (4) Given the reactants [CH3:1][N:2]1[CH2:7][CH2:6][N:5]([C:8]([C:10]2[S:14][C:13]([NH:15]C(=O)OC(C)(C)C)=[N:12][CH:11]=2)=[O:9])[CH2:4][CH2:3]1.Cl.C(OCC)(=O)C, predict the reaction product. The product is: [NH2:15][C:13]1[S:14][C:10]([C:8]([N:5]2[CH2:6][CH2:7][N:2]([CH3:1])[CH2:3][CH2:4]2)=[O:9])=[CH:11][N:12]=1.